From a dataset of Reaction yield outcomes from USPTO patents with 853,638 reactions. Predict the reaction yield, written as a fraction of the theoretical maximum amount of product (1.0 means a 100% yield; for example, 0.34 means a 34% yield). (1) The reactants are [Cl:1][C:2]1[N:7]=[C:6](Cl)[CH:5]=[CH:4][N:3]=1.C([O-])([O-])=O.[Cs+].[Cs+].[CH3:15][CH:16]([OH:18])[CH3:17]. No catalyst specified. The product is [Cl:1][C:2]1[N:7]=[C:6]([O:18][CH:16]([CH3:17])[CH3:15])[CH:5]=[CH:4][N:3]=1. The yield is 0.410. (2) The reactants are C(OC([N:8]1[CH:12]=[C:11]([CH2:13][CH2:14]CC(=O)NCCCCCCCC)[N:10]=[C:9]1[NH2:27])=O)(C)(C)C.[N:28]#CN.C(O)C.[ClH:34]. The catalyst is O.CO. The product is [ClH:34].[ClH:34].[NH2:28][CH2:14][CH2:13][C:11]1[N:10]=[C:9]([NH2:27])[NH:8][CH:12]=1. The yield is 0.620. (3) The reactants are Cl[C:2]1[CH:7]=[C:6]([CH:8]2[CH2:10][CH2:9]2)[N:5]=[C:4]([C:11]2[CH:16]=[CH:15][CH:14]=[CH:13][C:12]=2[C:17]([F:20])([F:19])[F:18])[N:3]=1.[NH:21]1[C:29]2[C:24](=[CH:25][CH:26]=[CH:27][CH:28]=2)[C:23]([NH2:30])=[N:22]1.O.C(=O)(O)[O-].[Na+]. The catalyst is CN1CCCC1=O. The product is [CH:8]1([C:6]2[N:5]=[C:4]([C:11]3[CH:16]=[CH:15][CH:14]=[CH:13][C:12]=3[C:17]([F:20])([F:19])[F:18])[N:3]=[C:2]([NH:30][C:23]3[C:24]4[C:29](=[CH:28][CH:27]=[CH:26][CH:25]=4)[NH:21][N:22]=3)[CH:7]=2)[CH2:10][CH2:9]1. The yield is 0.150. (4) The reactants are [C:1]1([OH:21])[C:2]([C:11]2[CH:20]=[CH:19][C:18]3[CH2:17][CH2:16][CH2:15][CH2:14][C:13]=3[CH:12]=2)=[CH:3][CH:4]=[C:5]2[C:10]=1[CH2:9][CH2:8][CH2:7][CH2:6]2.[CH:22]1[CH2:26][CH2:25][CH2:24][CH:23]=1. The catalyst is O.O.O.O.O.O.O.O.O.O.O.O.O.O.O.O.O.O.O.O.O.O.O.O.O.O.O.O.O.O.O.O.O.O.O.O.O.O.O.O.P.[W].[W].[W].[W].[W].[W].[W].[W].[W].[W].[W].[W]. The product is [CH:22]1([C:3]2[CH:4]=[C:5]3[C:10]([CH2:9][CH2:8][CH2:7][CH2:6]3)=[C:1]([OH:21])[C:2]=2[C:11]2[C:20]([CH:22]3[CH2:26][CH2:25][CH2:24][CH2:23]3)=[CH:19][C:18]3[CH2:17][CH2:16][CH2:15][CH2:14][C:13]=3[CH:12]=2)[CH2:26][CH2:25][CH2:24][CH2:23]1. The yield is 0.420. (5) The reactants are [Cl:1][C:2]1[CH:7]=[CH:6][C:5]([C:8]2[CH:13]=[CH:12][C:11]([CH2:14][O:15][CH2:16][CH:17]3[CH2:22][CH2:21][CH2:20][NH:19][CH2:18]3)=[CH:10][CH:9]=2)=[CH:4][CH:3]=1.[CH3:23][O:24][C:25]([C:27]1[CH:28]=[C:29](OB(O)O)[CH:30]=[CH:31][CH:32]=1)=[O:26]. No catalyst specified. The product is [Cl:1][C:2]1[CH:7]=[CH:6][C:5]([C:8]2[CH:13]=[CH:12][C:11]([CH2:14][O:15][CH2:16][CH:17]3[CH2:22][CH2:21][CH2:20][N:19]([C:31]4[CH:32]=[C:27]([CH:28]=[CH:29][CH:30]=4)[C:25]([O:24][CH3:23])=[O:26])[CH2:18]3)=[CH:10][CH:9]=2)=[CH:4][CH:3]=1. The yield is 0.500. (6) The reactants are [CH2:1]([NH:8][C:9]([C:11]1[CH:12]=[CH:13][C:14]([NH:17][N:18]=[CH:19][CH:20]([C:26]2[CH:31]=[CH:30][C:29]([C:32]#[N:33])=[CH:28][CH:27]=2)[C:21](OCC)=[O:22])=[N:15][CH:16]=1)=[O:10])[C:2]1[CH:7]=[CH:6][CH:5]=[CH:4][CH:3]=1.C(=O)([O-])[O-].[K+].[K+]. The catalyst is C(O)C. The product is [CH2:1]([NH:8][C:9](=[O:10])[C:11]1[CH:12]=[CH:13][C:14]([N:17]2[C:21]([OH:22])=[C:20]([C:26]3[CH:31]=[CH:30][C:29]([C:32]#[N:33])=[CH:28][CH:27]=3)[CH:19]=[N:18]2)=[N:15][CH:16]=1)[C:2]1[CH:7]=[CH:6][CH:5]=[CH:4][CH:3]=1. The yield is 0.0600. (7) The reactants are N1C=CC=CC=1.[C:7]([C:10]1[CH:19]=[CH:18][C:17]2[C:12](=[CH:13][CH:14]=[CH:15][CH:16]=2)[C:11]=1[C:20]1[C:29]2[C:24](=[CH:25][CH:26]=[CH:27][CH:28]=2)[CH:23]=[CH:22][C:21]=1[N:30]([CH3:38])[C:31](=[O:37])[O:32][C:33]([CH3:36])([CH3:35])[CH3:34])(=O)[NH2:8].S(Cl)(C1C=CC(C)=CC=1)(=O)=O.N.C([O-])(O)=O.[Na+]. The catalyst is C(OCC)(=O)C.C(Cl)Cl. The product is [C:7]([C:10]1[CH:19]=[CH:18][C:17]2[C:12](=[CH:13][CH:14]=[CH:15][CH:16]=2)[C:11]=1[C:20]1[C:29]2[C:24](=[CH:25][CH:26]=[CH:27][CH:28]=2)[CH:23]=[CH:22][C:21]=1[N:30]([CH3:38])[C:31](=[O:37])[O:32][C:33]([CH3:34])([CH3:35])[CH3:36])#[N:8]. The yield is 0.980. (8) The reactants are [F:1][C:2]([F:6])([F:5])[CH2:3][O-:4].[Na+].[Na].FC(F)(F)CO.[Cl:15][C:16]1[CH:21]=[C:20](F)[C:19]([CH3:23])=[CH:18][C:17]=1[N+:24]([O-:26])=[O:25].C(O)(=O)CC(CC(O)=O)(C(O)=O)O.[H-].[Na+]. The catalyst is CN(C=O)C.O. The product is [Cl:15][C:16]1[CH:21]=[C:20]([O:4][CH2:3][C:2]([F:6])([F:5])[F:1])[C:19]([CH3:23])=[CH:18][C:17]=1[N+:24]([O-:26])=[O:25]. The yield is 0.530.